The task is: Predict which catalyst facilitates the given reaction.. This data is from Catalyst prediction with 721,799 reactions and 888 catalyst types from USPTO. (1) Reactant: [NH2:1][CH2:2][CH2:3][CH2:4][NH:5][C:6](=[O:12])[O:7][C:8]([CH3:11])([CH3:10])[CH3:9].[N:13]1[C:22]2[C:21](=O)[CH2:20][CH2:19][CH2:18][C:17]=2[CH:16]=[CH:15][CH:14]=1.C(O)(=O)C.C(O[BH-](OC(=O)C)OC(=O)C)(=O)C.[Na+].C(=O)([O-])[O-].[Na+].[Na+]. Product: [N:13]1[C:22]2[CH:21]([NH:1][CH2:2][CH2:3][CH2:4][NH:5][C:6](=[O:12])[O:7][C:8]([CH3:9])([CH3:11])[CH3:10])[CH2:20][CH2:19][CH2:18][C:17]=2[CH:16]=[CH:15][CH:14]=1. The catalyst class is: 26. (2) Reactant: F[C:2]1[CH:9]=[CH:8][C:5]([CH:6]=[O:7])=[CH:4][C:3]=1[N+:10]([O-:12])=[O:11].CCN(C(C)C)C(C)C.[NH2:22][CH:23]1[CH2:28][CH2:27][N:26]([C:29]([O:31][C:32]([CH3:35])([CH3:34])[CH3:33])=[O:30])[CH2:25][CH2:24]1. Product: [CH:6]([C:5]1[CH:8]=[CH:9][C:2]([NH:22][CH:23]2[CH2:24][CH2:25][N:26]([C:29]([O:31][C:32]([CH3:35])([CH3:34])[CH3:33])=[O:30])[CH2:27][CH2:28]2)=[C:3]([N+:10]([O-:12])=[O:11])[CH:4]=1)=[O:7]. The catalyst class is: 10. (3) The catalyst class is: 3. Reactant: [C:1]1([N:7]2[C:11]3[NH:12][C:13](=[O:20])[C:14]([C:16]([O:18][CH3:19])=[O:17])=[CH:15][C:10]=3[N:9]=[N:8]2)[CH:6]=[CH:5][CH:4]=[CH:3][CH:2]=1.[H-].[Na+].[CH3:23][N:24]1[C:28]([CH2:29]Cl)=[N:27][CH:26]=[N:25]1.O. Product: [C:1]1([N:7]2[C:11]3=[N:12][C:13]([O:20][CH2:29][C:28]4[N:24]([CH3:23])[N:25]=[CH:26][N:27]=4)=[C:14]([C:16]([O:18][CH3:19])=[O:17])[CH:15]=[C:10]3[N:9]=[N:8]2)[CH:2]=[CH:3][CH:4]=[CH:5][CH:6]=1. (4) The catalyst class is: 23. Product: [Cl:1][C:2]1[CH:3]=[C:4]([C:9]2([C:24]([F:25])([F:26])[F:27])[O:13][N:12]=[C:11]([C:14]3[CH:22]=[CH:21][C:17]([C:18]([NH:60][CH2:61][C:62]4[CH:63]=[CH:64][C:65]5[C:69]([CH3:71])([CH3:70])[O:68][B:67]([OH:72])[C:66]=5[CH:73]=4)=[O:20])=[C:16]([CH3:23])[CH:15]=3)[CH2:10]2)[CH:5]=[C:6]([Cl:8])[CH:7]=1. Reactant: [Cl:1][C:2]1[CH:3]=[C:4]([C:9]2([C:24]([F:27])([F:26])[F:25])[O:13][N:12]=[C:11]([C:14]3[CH:22]=[CH:21][C:17]([C:18]([OH:20])=O)=[C:16]([CH3:23])[CH:15]=3)[CH2:10]2)[CH:5]=[C:6]([Cl:8])[CH:7]=1.CCN(CC)CC.CN(C(ON1N=NC2C=CC=NC1=2)=[N+](C)C)C.F[P-](F)(F)(F)(F)F.Cl.[NH2:60][CH2:61][C:62]1[CH:63]=[CH:64][C:65]2[C:69]([CH3:71])([CH3:70])[O:68][B:67]([OH:72])[C:66]=2[CH:73]=1. (5) Reactant: [CH2:1]([NH:3][C:4](=[O:24])[NH:5][C:6]1[N:23]=[C:9]2[CH:10]=[C:11]([C:17]3[CH:18]=[N:19][CH:20]=[CH:21][CH:22]=3)[CH:12]=[C:13]([C:14]([NH2:16])=O)[N:8]2[N:7]=1)[CH3:2].CO[C:27](OC)([N:29](C)C)[CH3:28].O.[NH2:35]N. The catalyst class is: 287. Product: [NH:8]1[CH:13]=[CH:14][N:16]=[N:7]1.[CH2:1]([NH:3][C:4]([NH:5][C:6]1[N:23]=[C:9]2[CH:10]=[C:11]([C:17]3[CH:18]=[N:19][CH:20]=[CH:21][CH:22]=3)[CH:12]=[C:13]([C:14]3[NH:35][N:29]=[C:27]([CH3:28])[N:16]=3)[N:8]2[N:7]=1)=[O:24])[CH3:2].